Dataset: Catalyst prediction with 721,799 reactions and 888 catalyst types from USPTO. Task: Predict which catalyst facilitates the given reaction. (1) Reactant: Br.[N:2]1[CH:7]=[CH:6][CH:5]=[C:4]([O:8][C:9]2[CH:14]=[CH:13][C:12]([C:15]3[O:19][C:18]([NH2:20])=[N:17][N:16]=3)=[CH:11][CH:10]=2)[CH:3]=1.[Br:21][C:22]1[CH:30]=[CH:29][C:25]([C:26](Cl)=[O:27])=[CH:24][CH:23]=1. Product: [Br:21][C:22]1[CH:30]=[CH:29][C:25]([C:26]([NH:20][C:18]2[O:19][C:15]([C:12]3[CH:11]=[CH:10][C:9]([O:8][C:4]4[CH:3]=[N:2][CH:7]=[CH:6][CH:5]=4)=[CH:14][CH:13]=3)=[N:16][N:17]=2)=[O:27])=[CH:24][CH:23]=1. The catalyst class is: 858. (2) Reactant: [Br:1][C:2]1[C:3]([CH3:27])=[C:4]([NH:8][C:9](=[O:26])[CH:10]([NH:15][C:16](=[O:25])[O:17][CH2:18][C:19]2[CH:24]=[CH:23][CH:22]=[CH:21][CH:20]=2)[CH2:11][CH2:12][S:13][CH3:14])[CH:5]=[CH:6][CH:7]=1.[I:28][CH3:29]. Product: [I-:28].[CH2:18]([O:17][C:16]([NH:15][CH:10]([C:9]([NH:8][C:4]1[CH:5]=[CH:6][CH:7]=[C:2]([Br:1])[C:3]=1[CH3:27])=[O:26])[CH2:11][CH2:12][S+:13]([CH3:29])[CH3:14])=[O:25])[C:19]1[CH:24]=[CH:23][CH:22]=[CH:21][CH:20]=1. The catalyst class is: 2. (3) Reactant: [F:1][C:2]1([F:36])[CH2:8][N:7]([CH2:9][CH2:10][CH2:11][C:12]2[CH:17]=[CH:16][CH:15]=[CH:14][CH:13]=2)[C:6]2[N:18]=[C:19]([NH:22][C:23]3[CH:31]=[CH:30][C:26]([C:27]([OH:29])=O)=[CH:25][C:24]=3[O:32][CH3:33])[N:20]=[CH:21][C:5]=2[N:4]([CH3:34])[C:3]1=[O:35].C(N(C(C)C)C(C)C)C.[CH3:46][N:47]([CH3:52])[CH2:48][CH2:49][CH2:50][NH2:51]. Product: [F:1][C:2]1([F:36])[CH2:8][N:7]([CH2:9][CH2:10][CH2:11][C:12]2[CH:17]=[CH:16][CH:15]=[CH:14][CH:13]=2)[C:6]2[N:18]=[C:19]([NH:22][C:23]3[CH:31]=[CH:30][C:26]([C:27]([NH:51][CH2:50][CH2:49][CH2:48][N:47]([CH3:52])[CH3:46])=[O:29])=[CH:25][C:24]=3[O:32][CH3:33])[N:20]=[CH:21][C:5]=2[N:4]([CH3:34])[C:3]1=[O:35]. The catalyst class is: 9. (4) Reactant: C1(P(C2C=CC=CC=2)C2C=CC=CC=2)C=CC=CC=1.N1C=CN=C1.[I:25]I.[CH:27]1([C:30]2[C:31]([CH2:44]O)=[CH:32][C:33]([F:43])=[C:34]([CH:42]=2)[C:35]([O:37][C:38]([CH3:41])([CH3:40])[CH3:39])=[O:36])[CH2:29][CH2:28]1. Product: [CH:27]1([C:30]2[C:31]([CH2:44][I:25])=[CH:32][C:33]([F:43])=[C:34]([CH:42]=2)[C:35]([O:37][C:38]([CH3:41])([CH3:40])[CH3:39])=[O:36])[CH2:29][CH2:28]1. The catalyst class is: 4. (5) Reactant: [C:1]1(=O)[CH2:6][CH2:5][CH2:4][CH2:3][CH2:2]1.[NH:8]1[C:16]2[C:11](=[CH:12][CH:13]=[C:14]([C:17]([OH:19])=[O:18])[CH:15]=2)[CH:10]=[CH:9]1.C[O-].[Na+]. Product: [C:1]1([C:10]2[C:11]3[C:16](=[CH:15][C:14]([C:17]([OH:19])=[O:18])=[CH:13][CH:12]=3)[NH:8][CH:9]=2)[CH2:6][CH2:5][CH2:4][CH2:3][CH:2]=1. The catalyst class is: 5. (6) Reactant: [Li+].[OH-].C[O:4][C:5](=[O:30])[C:6]1[CH:11]=[C:10]([CH:12]2[C:25]3[CH:24]=[CH:23][C:22]4[C:17](=[N:18][CH:19]=[CH:20][CH:21]=4)[C:16]=3[NH:15][S:14](=[O:27])(=[O:26])[N:13]2[CH3:28])[CH:9]=[CH:8][C:7]=1[F:29]. Product: [F:29][C:7]1[CH:8]=[CH:9][C:10]([CH:12]2[C:25]3[CH:24]=[CH:23][C:22]4[C:17](=[N:18][CH:19]=[CH:20][CH:21]=4)[C:16]=3[NH:15][S:14](=[O:27])(=[O:26])[N:13]2[CH3:28])=[CH:11][C:6]=1[C:5]([OH:30])=[O:4]. The catalyst class is: 776. (7) Reactant: Br[C:2]1[CH:11]=[C:10]2[C:5]([CH:6]=[CH:7][N:8]=[C:9]2Cl)=[CH:4][CH:3]=1.[NH:13]1[C:21]2[C:16](=[CH:17][C:18](B(O)O)=[CH:19][CH:20]=2)[CH:15]=[CH:14]1.C(=O)([O-])[O-].[K+].[K+]. Product: [NH:13]1[C:21]2[C:16](=[CH:17][C:18]([C:9]3[C:10]4[C:5](=[CH:4][CH:3]=[C:2]([C:18]5[CH:17]=[C:16]6[C:21](=[CH:20][CH:19]=5)[NH:13][CH:14]=[CH:15]6)[CH:11]=4)[CH:6]=[CH:7][N:8]=3)=[CH:19][CH:20]=2)[CH:15]=[CH:14]1. The catalyst class is: 9. (8) Reactant: [CH2:1]([O:4][C:5](=[O:23])[N:6]([C@@H:14]1[CH2:16][C@H:15]1[C:17]1[CH:22]=[CH:21][CH:20]=[CH:19][CH:18]=1)[CH2:7][CH:8]1[CH2:13][CH2:12][NH:11][CH2:10][CH2:9]1)[CH:2]=[CH2:3].[C:24]([CH:26]=[C:27]1[CH2:30][N:29]([C:31]([O:33][C:34]([CH3:37])([CH3:36])[CH3:35])=[O:32])[CH2:28]1)#[N:25].C1CCN2C(=NCCC2)CC1. Product: [CH2:1]([O:4][C:5]([N:6]([CH2:7][CH:8]1[CH2:9][CH2:10][N:11]([C:27]2([CH2:26][C:24]#[N:25])[CH2:28][N:29]([C:31]([O:33][C:34]([CH3:35])([CH3:36])[CH3:37])=[O:32])[CH2:30]2)[CH2:12][CH2:13]1)[C@@H:14]1[CH2:16][C@H:15]1[C:17]1[CH:18]=[CH:19][CH:20]=[CH:21][CH:22]=1)=[O:23])[CH:2]=[CH2:3]. The catalyst class is: 291.